Dataset: CYP3A4 inhibition data for predicting drug metabolism from PubChem BioAssay. Task: Regression/Classification. Given a drug SMILES string, predict its absorption, distribution, metabolism, or excretion properties. Task type varies by dataset: regression for continuous measurements (e.g., permeability, clearance, half-life) or binary classification for categorical outcomes (e.g., BBB penetration, CYP inhibition). Dataset: cyp3a4_veith. (1) The molecule is Cc1noc(C)c1-c1ccc2ncnc(N(C)Cc3ccco3)c2c1. The result is 1 (inhibitor). (2) The molecule is c1ccc(C[C@@H](Nc2cccnc2)c2ccccc2)cc1. The result is 1 (inhibitor).